Task: Predict the product of the given reaction.. Dataset: Forward reaction prediction with 1.9M reactions from USPTO patents (1976-2016) (1) Given the reactants [NH2:1][C:2]1[CH:3]=[C:4]([CH:17]=[CH:18][C:19]=1[OH:20])[C:5]([NH:7][C:8]1[CH:16]=[C:15]2[C:11]([CH:12]=[N:13][NH:14]2)=[CH:10][CH:9]=1)=[O:6].[N:21]([C:24]1[CH:29]=[CH:28][CH:27]=[CH:26][C:25]=1[C:30]([F:33])([F:32])[F:31])=[C:22]=S.CCN(C(C)C)C(C)C, predict the reaction product. The product is: [NH:14]1[C:15]2[C:11](=[CH:10][CH:9]=[C:8]([NH:7][C:5]([C:4]3[CH:17]=[CH:18][C:19]4[O:20][C:22]([NH:21][C:24]5[CH:29]=[CH:28][CH:27]=[CH:26][C:25]=5[C:30]([F:31])([F:32])[F:33])=[N:1][C:2]=4[CH:3]=3)=[O:6])[CH:16]=2)[CH:12]=[N:13]1. (2) Given the reactants [CH2:1]([O:8][C:9]1[N:14]=[N:13][C:12]([NH:15][C:16](=[O:24])OC2C=CC=CC=2)=[CH:11][CH:10]=1)[C:2]1[CH:7]=[CH:6][CH:5]=[CH:4][CH:3]=1.Cl.[CH:26]1([CH2:32][CH2:33][O:34][C:35]2[CH:36]=[C:37]([CH:46]=[CH:47][CH:48]=2)[C:38]([N:40]2[CH2:45][CH2:44][NH:43][CH2:42][CH2:41]2)=[O:39])[CH2:31][CH2:30][CH2:29][CH2:28][CH2:27]1.CCOC(C)=O, predict the reaction product. The product is: [CH2:1]([O:8][C:9]1[N:14]=[N:13][C:12]([NH:15][C:16]([N:43]2[CH2:42][CH2:41][N:40]([C:38](=[O:39])[C:37]3[CH:46]=[CH:47][CH:48]=[C:35]([O:34][CH2:33][CH2:32][CH:26]4[CH2:31][CH2:30][CH2:29][CH2:28][CH2:27]4)[CH:36]=3)[CH2:45][CH2:44]2)=[O:24])=[CH:11][CH:10]=1)[C:2]1[CH:3]=[CH:4][CH:5]=[CH:6][CH:7]=1.